Task: Predict which catalyst facilitates the given reaction.. Dataset: Catalyst prediction with 721,799 reactions and 888 catalyst types from USPTO (1) Reactant: [F:1][C:2]1[CH:3]=[CH:4][C:5]([N+:13]([O-:15])=[O:14])=[C:6]([NH:8][S:9]([CH3:12])(=[O:11])=[O:10])[CH:7]=1.CI.[C:18](=O)([O-])[O-].[K+].[K+].O. Product: [F:1][C:2]1[CH:3]=[CH:4][C:5]([N+:13]([O-:15])=[O:14])=[C:6]([N:8]([CH3:18])[S:9]([CH3:12])(=[O:10])=[O:11])[CH:7]=1. The catalyst class is: 16. (2) Reactant: [F:1][C:2]1[CH:16]=[CH:15][C:5]2[C:6](=[O:14])[C:7]3([O:13][C:4]=2[CH:3]=1)[CH2:11][CH2:10]OC3=O.[Cl-].[Na+].CS(C)=O. Product: [F:1][C:2]1[CH:16]=[CH:15][C:5]2[C:6](=[O:14])[C:7]3([O:13][C:4]=2[CH:3]=1)[CH2:11][CH2:10]3. The catalyst class is: 6. (3) Reactant: C(OC(=O)[NH:7][CH2:8][CH2:9][NH:10][C:11]([C:14]#[N:15])([CH3:13])[CH3:12])(C)(C)C.ClS(N=[C:22]=[O:23])(=O)=O.[OH2:24]. Product: [NH2:7][CH2:8][CH2:9][N:10]1[C:11]([CH3:12])([CH3:13])[C:14](=[O:24])[NH:15][C:22]1=[O:23]. The catalyst class is: 98. (4) Reactant: O[CH2:2][CH:3]1[C:20]2[C@:15]([CH3:22])([CH:16]=[CH:17][C:18](=[O:21])[CH:19]=2)[C@@H:14]2[C@H:5]([C@H:6]3[C@@:10]([CH2:12][CH2:13]2)([CH3:11])[C:9](=[O:23])[CH2:8][CH2:7]3)[CH2:4]1.N1C=CC=CC=1.[Cl-].O. Product: [CH3:11][C@@:10]12[C:9](=[O:23])[CH2:8][CH2:7][C@H:6]1[C@@H:5]1[CH2:4][C:3]([C:20]3[C@@:15]([CH3:22])([C@H:14]1[CH2:13][CH2:12]2)[CH:16]=[CH:17][C:18](=[O:21])[CH:19]=3)=[CH2:2]. The catalyst class is: 2. (5) Reactant: P([O-])(O)(O)=O.[Na+].Cl([O-])=O.[Na+].[OH:11]O.[CH3:13][O:14][C:15]1[C:16]([CH3:38])=[C:17]([C:29]([O:36][CH3:37])=[C:30]([O:34][CH3:35])[C:31]=1[O:32][CH3:33])[CH2:18][C:19]1[CH:20]=[CH:21][C:22]([O:27][CH3:28])=[C:23]([CH:26]=1)[CH:24]=[O:25]. Product: [CH3:13][O:14][C:15]1[C:16]([CH3:38])=[C:17]([C:29]([O:36][CH3:37])=[C:30]([O:34][CH3:35])[C:31]=1[O:32][CH3:33])[CH2:18][C:19]1[CH:20]=[CH:21][C:22]([O:27][CH3:28])=[C:23]([CH:26]=1)[C:24]([OH:11])=[O:25]. The catalyst class is: 192. (6) Reactant: [NH:1]1[C:5]2=[N:6][C:7]([C:10]([O:12][CH2:13][CH3:14])=[O:11])=[CH:8][CH:9]=[C:4]2[CH:3]=[C:2]1[C:15]([O:17][CH2:18][CH3:19])=[O:16].[H-].[Na+].[CH3:22][CH:23]1[CH:27]([CH3:28])OS(=O)(=O)[N:24]1[C:31]([O:33][C:34]([CH3:37])([CH3:36])[CH3:35])=[O:32]. Product: [C:34]([O:33][C:31]([NH:24][CH:23]([CH3:22])[CH:27]([N:1]1[C:5]2=[N:6][C:7]([C:10]([O:12][CH2:13][CH3:14])=[O:11])=[CH:8][CH:9]=[C:4]2[CH:3]=[C:2]1[C:15]([O:17][CH2:18][CH3:19])=[O:16])[CH3:28])=[O:32])([CH3:37])([CH3:36])[CH3:35]. The catalyst class is: 3. (7) Reactant: [CH2:1]([CH:8]([C:22](=[O:34])[CH:23]=[CH:24][C:25]1[CH:30]=[CH:29][C:28]([OH:31])=[C:27]([O:32][CH3:33])[CH:26]=1)[C:9](=[O:21])[CH:10]=[CH:11][C:12]1[CH:17]=[CH:16][C:15]([OH:18])=[C:14]([O:19][CH3:20])[CH:13]=1)[C:2]1[CH:7]=[CH:6][CH:5]=[CH:4][CH:3]=1. Product: [CH2:1]([CH:8]([C:9](=[O:21])[CH2:10][CH2:11][C:12]1[CH:17]=[CH:16][C:15]([OH:18])=[C:14]([O:19][CH3:20])[CH:13]=1)[C:22](=[O:34])[CH2:23][CH2:24][C:25]1[CH:30]=[CH:29][C:28]([OH:31])=[C:27]([O:32][CH3:33])[CH:26]=1)[C:2]1[CH:7]=[CH:6][CH:5]=[CH:4][CH:3]=1. The catalyst class is: 153. (8) The catalyst class is: 11. Reactant: [Cl-:1].[Cl-].[CH:3]1([Zr+2:12]C2C3C(CC=CC=3)CC2)[C:11]2[CH:6]([CH2:7][CH:8]=[CH:9][CH:10]=2)[CH2:5][CH2:4]1.[Cl-].[Zr+4].[Cl-].[Cl-].[Cl-].[CH2:27]([CH:31]1[C:39]2[C:34](=[CH:35][CH:36]=[CH:37][CH:38]=2)[CH:33]=[C:32]1[Li])[CH2:28][CH2:29][CH3:30]. Product: [Cl-:1].[Cl-:1].[CH:3]1([Zr+2:12][C:32]2[CH:31]([CH2:27][CH2:28][CH2:29][CH3:30])[C:39]3[C:34]([CH:33]=2)=[CH:35][CH:36]=[CH:37][CH:38]=3)[C:11]2[CH:6]([CH2:7][CH:8]=[CH:9][CH:10]=2)[CH2:5][CH2:4]1.